Task: Predict the reactants needed to synthesize the given product.. Dataset: Full USPTO retrosynthesis dataset with 1.9M reactions from patents (1976-2016) Given the product [C:26]([NH:30][S:31]([C:34]1[S:35][C:36]([C:2]2[CH:7]=[C:6]([C:8]3[N:13]=[C:12]([C:14]4[CH:19]=[CH:18][C:17]([F:20])=[C:16]([F:21])[CH:15]=4)[CH:11]=[C:10]([C:22]([F:25])([F:24])[F:23])[N:9]=3)[CH:5]=[CH:4][N:3]=2)=[CH:37][CH:38]=1)(=[O:32])=[O:33])([CH3:29])([CH3:27])[CH3:28], predict the reactants needed to synthesize it. The reactants are: Cl[C:2]1[CH:7]=[C:6]([C:8]2[N:13]=[C:12]([C:14]3[CH:19]=[CH:18][C:17]([F:20])=[C:16]([F:21])[CH:15]=3)[CH:11]=[C:10]([C:22]([F:25])([F:24])[F:23])[N:9]=2)[CH:5]=[CH:4][N:3]=1.[C:26]([NH:30][S:31]([C:34]1[S:35][C:36](B2OC(C)(C)C(C)(C)O2)=[CH:37][CH:38]=1)(=[O:33])=[O:32])([CH3:29])([CH3:28])[CH3:27].